This data is from Forward reaction prediction with 1.9M reactions from USPTO patents (1976-2016). The task is: Predict the product of the given reaction. (1) Given the reactants [C:1]1([C@@H:7]2[N:21]3[C:22]4[C:14]([C:15]5[C:16](=[O:23])[CH2:17][CH2:18][CH2:19][C:20]=53)=[CH:13][CH:12]=[CH:11][C:10]=4[O:9][CH2:8]2)[CH:6]=[CH:5][CH:4]=[CH:3][CH:2]=1.C(O)(=O)C.O.C(=O)([O-])[O-].[Li+].[Li+].[Cl-].[Li+], predict the reaction product. The product is: [C:1]1([C@@H:7]2[N:21]3[C:22]4[C:14]([C:15]5[C:20]3=[CH:19][CH:18]=[CH:17][C:16]=5[OH:23])=[CH:13][CH:12]=[CH:11][C:10]=4[O:9][CH2:8]2)[CH:2]=[CH:3][CH:4]=[CH:5][CH:6]=1. (2) Given the reactants [C:1]([O:5][C:6](=[O:18])[NH:7][C:8]1[CH:13]=[CH:12][C:11](I)=[CH:10][C:9]=1[N+:15]([O-:17])=[O:16])([CH3:4])([CH3:3])[CH3:2].[F:19][C:20]1[CH:25]=[CH:24][CH:23]=[C:22]([O:26][CH3:27])[C:21]=1B(O)O, predict the reaction product. The product is: [C:1]([O:5][C:6](=[O:18])[NH:7][C:8]1[CH:13]=[CH:12][C:11]([C:21]2[C:22]([O:26][CH3:27])=[CH:23][CH:24]=[CH:25][C:20]=2[F:19])=[CH:10][C:9]=1[N+:15]([O-:17])=[O:16])([CH3:4])([CH3:3])[CH3:2]. (3) Given the reactants [CH3:1][O:2][C:3]1[CH:8]=[CH:7][CH:6]=[CH:5][C:4]=1[OH:9].C(=O)([O-])[O-].[K+].[K+].F[C:17]1[CH:24]=[CH:23][C:20]([C:21]#[N:22])=[CH:19][CH:18]=1, predict the reaction product. The product is: [CH3:1][O:2][C:3]1[CH:8]=[CH:7][CH:6]=[CH:5][C:4]=1[O:9][C:17]1[CH:24]=[CH:23][C:20]([C:21]#[N:22])=[CH:19][CH:18]=1. (4) The product is: [OH:30][CH2:26][CH2:10][N:7]1[CH:8]=[CH:9][C:4]2[C:3](=[O:20])[C:2]([I:1])=[C:13]([C:14]3[CH:15]=[CH:16][CH:17]=[CH:18][CH:19]=3)[O:12][C:5]=2[C:6]1=[O:11]. Given the reactants [I:1][C:2]1[C:3](=[O:20])[C:4]2[CH:9]=[CH:8][N:7]([CH3:10])[C:6](=[O:11])[C:5]=2[O:12][C:13]=1[C:14]1[CH:19]=[CH:18][CH:17]=[CH:16][CH:15]=1.IC1C(=O)C2C=CN[C:26](=[O:30])C=2OC=1C1C=CC=CC=1.BrCCO, predict the reaction product. (5) The product is: [C:1]([O:5][C@@H:6]([C:11]1[C:40]([CH3:41])=[CH:39][C:38]2=[N:42][C:35]3=[CH:36][N:37]2[C:12]=1[N:13]1[CH2:14][CH2:15][C:16]([CH3:49])([O:17][CH2:18][CH2:19][CH2:20][CH2:21][C@H:22]([CH3:46])[O:23][C:24]2[CH:25]=[C:26]([CH3:45])[CH:27]=[C:28]([F:44])[C:29]=2[C:30]2[CH:43]=[C:34]3[CH:33]=[CH:32][CH:31]=2)[CH2:47][CH2:48]1)[C:7]([OH:9])=[O:8])([CH3:4])([CH3:2])[CH3:3]. Given the reactants [C:1]([O:5][C@@H:6]([C:11]1[C:40]([CH3:41])=[CH:39][C:38]2=[N:42][C:35]3=[CH:36][N:37]2[C:12]=1[N:13]1[CH2:48][CH2:47][C:16]([CH3:49])([O:17][CH2:18][CH2:19][CH2:20][CH2:21][C@H:22]([CH3:46])[O:23][C:24]2[CH:25]=[C:26]([CH3:45])[CH:27]=[C:28]([F:44])[C:29]=2[C:30]2[CH:43]=[C:34]3[CH:33]=[CH:32][CH:31]=2)[CH2:15][CH2:14]1)[C:7]([O:9]C)=[O:8])([CH3:4])([CH3:3])[CH3:2].C(O[C@@H](C1C(C)=CC2=NC3=CN2C=1N1CCC(C)(OCC=CC[C@H](C)OC2C=C(F)C=CC=2C2C=C3C=CC=2)CC1)C(O)=O)(C)(C)C, predict the reaction product.